Dataset: Full USPTO retrosynthesis dataset with 1.9M reactions from patents (1976-2016). Task: Predict the reactants needed to synthesize the given product. (1) The reactants are: [F:1][C:2]1[CH:3]=[C:4]2[C:9](=[CH:10][C:11]=1F)[N:8]([CH2:13][C:14]1[CH:19]=[CH:18][C:17]([C:20]([F:23])([F:22])[F:21])=[CH:16][C:15]=1[F:24])[CH:7]=[C:6]([C:25]#[N:26])[C:5]2=[O:27].[NH:28]1[CH:32]=[CH:31][N:30]=[CH:29]1. Given the product [F:1][C:2]1[CH:3]=[C:4]2[C:9](=[CH:10][C:11]=1[N:28]1[CH:32]=[CH:31][N:30]=[CH:29]1)[N:8]([CH2:13][C:14]1[CH:19]=[CH:18][C:17]([C:20]([F:21])([F:22])[F:23])=[CH:16][C:15]=1[F:24])[CH:7]=[C:6]([C:25]#[N:26])[C:5]2=[O:27], predict the reactants needed to synthesize it. (2) Given the product [Cl:1][C:2]1[CH:3]=[CH:4][C:5]([N:8]2[CH:12]=[C:11]([CH2:13][C:14]([N:42]([C:41]3[CH:44]=[CH:45][C:38]([F:37])=[CH:39][CH:40]=3)[CH3:43])=[O:16])[N:10]=[C:9]2[C:17]2[CH:22]=[CH:21][CH:20]=[CH:19][C:18]=2[O:23][CH3:24])=[CH:6][CH:7]=1, predict the reactants needed to synthesize it. The reactants are: [Cl:1][C:2]1[CH:7]=[CH:6][C:5]([N:8]2[CH:12]=[C:11]([CH2:13][C:14]([OH:16])=O)[N:10]=[C:9]2[C:17]2[CH:22]=[CH:21][CH:20]=[CH:19][C:18]=2[O:23][CH3:24])=[CH:4][CH:3]=1.Cl.CN(C)CCCN=C=NCC.[F:37][C:38]1[CH:45]=[CH:44][C:41]([NH:42][CH3:43])=[CH:40][CH:39]=1. (3) Given the product [Cl:39][C:35]1[C:34]([F:40])=[C:33]([C@@H:32]2[C@:31]([C:43]3[CH:48]=[CH:47][C:46]([Cl:49])=[CH:45][C:44]=3[F:50])([C:41]#[N:42])[C@H:30]([CH2:51][C:52]([CH3:55])([CH3:53])[CH3:54])[NH:29][C@H:28]2[C:26]([NH:25][C:22]2[CH:23]=[CH:24][C:19]([C:18]([O:17][CH2:12][O:13][C:14]([NH:15][CH2:19][C:18]([OH:58])=[O:17])=[O:16])=[O:58])=[CH:20][C:21]=2[O:56][CH3:57])=[O:27])[CH:38]=[CH:37][CH:36]=1, predict the reactants needed to synthesize it. The reactants are: C(OC(C[CH:12]([O:17][C:18](=[O:58])[C:19]1[CH:24]=[CH:23][C:22]([NH:25][C:26]([C@H:28]2[C@H:32]([C:33]3[CH:38]=[CH:37][CH:36]=[C:35]([Cl:39])[C:34]=3[F:40])[C@:31]([C:43]3[CH:48]=[CH:47][C:46]([Cl:49])=[CH:45][C:44]=3[F:50])([C:41]#[N:42])[C@H:30]([CH2:51][C:52]([CH3:55])([CH3:54])[CH3:53])[NH:29]2)=[O:27])=[C:21]([O:56][CH3:57])[CH:20]=1)[O:13][C:14](=[O:16])[NH2:15])=O)C1C=CC=CC=1.[H][H]. (4) Given the product [CH2:15]([C:14]1[S:8][C:1]([C:2]2[CH:7]=[CH:6][N:5]=[CH:4][CH:3]=2)=[N:9][C:13]=1[OH:12])[CH3:16], predict the reactants needed to synthesize it. The reactants are: [C:1]([NH2:9])(=[S:8])[C:2]1[CH:7]=[CH:6][N:5]=[CH:4][CH:3]=1.C([O:12][C:13](=O)[CH:14](Br)[CH2:15][CH3:16])C.N1C=CC=CC=1.C(OCC)(=O)C.CCCCCC.